Task: Predict the product of the given reaction.. Dataset: Forward reaction prediction with 1.9M reactions from USPTO patents (1976-2016) (1) The product is: [CH3:1][C:2]1[N:24]=[C:5]2[N:6]=[C:7]([C:16]3[CH:23]=[CH:22][C:19]([CH2:20][N:26]4[CH2:27][CH2:28][CH:29]([C:32]5[N:33]=[C:34]([C:37]6[CH:42]=[CH:41][CH:40]=[C:39]([C:43]([F:45])([F:46])[F:44])[N:38]=6)[NH:35][N:36]=5)[CH2:30][CH2:31]4)=[CH:18][CH:17]=3)[C:8]([C:10]3[CH:15]=[CH:14][CH:13]=[CH:12][CH:11]=3)=[CH:9][N:4]2[N:3]=1. Given the reactants [CH3:1][C:2]1[N:24]=[C:5]2[N:6]=[C:7]([C:16]3[CH:23]=[CH:22][C:19]([CH:20]=O)=[CH:18][CH:17]=3)[C:8]([C:10]3[CH:15]=[CH:14][CH:13]=[CH:12][CH:11]=3)=[CH:9][N:4]2[N:3]=1.Cl.[NH:26]1[CH2:31][CH2:30][CH:29]([C:32]2[N:33]=[C:34]([C:37]3[CH:42]=[CH:41][CH:40]=[C:39]([C:43]([F:46])([F:45])[F:44])[N:38]=3)[NH:35][N:36]=2)[CH2:28][CH2:27]1.CCN(CC)CC.[BH-](OC(C)=O)(OC(C)=O)OC(C)=O.[Na+], predict the reaction product. (2) The product is: [PH:3](=[O:17])([O:4][O:21][CH2:22][CH3:23])[O:7][CH2:8][CH3:13]. Given the reactants C([P:3](=[O:17])([O:7][C:8]1[CH:13]=CC([N+]([O-])=O)=CC=1)[O:4]CC)C.C(P(=O)(OC1C=CC([N+]([O-])=O)=CC=1)[O:21][CH2:22][CH2:23]F)C.C(P(=O)(OC1C=CC([N+]([O-])=O)=CC=1)OCCCl)C.C(P(=O)(OC1C=CC([N+]([O-])=O)=CC=1)OCCBr)C.C(P(=O)(OC1C=CC([N+]([O-])=O)=CC=1)OCCI)C.S(C1C=CC(C)=CC=1)([O-])(=O)=O.C(P(OCCOS(C1C=CC(C)=CC=1)(=O)=O)(=O)OC1C=CC([N+]([O-])=O)=CC=1)C, predict the reaction product. (3) The product is: [CH3:18][S:17][C:12]1[CH:13]=[CH:14][CH:15]=[C:16]2[C:11]=1[NH:10][CH:9]=[CH:5][C:6]2=[O:8]. Given the reactants CC1(C)O[C:6](=[O:8])[C:5](=[CH:9][NH:10][C:11]2[CH:16]=[CH:15][CH:14]=[CH:13][C:12]=2[S:17][CH3:18])C(=O)O1.C1(OC2C=CC=CC=2)C=CC=CC=1, predict the reaction product. (4) Given the reactants [Cl:1][C:2]1[CH:7]=[CH:6][CH:5]=[CH:4][C:3]=1[N:8]1[C:16](=[O:17])[C:15]2[C@H:14]3[C:18]([CH3:20])([CH3:19])[C@:11]([CH3:21])([CH2:12][CH2:13]3)[C:10]=2[NH:9]1.I[CH2:23][CH3:24], predict the reaction product. The product is: [Cl:1][C:2]1[CH:7]=[CH:6][CH:5]=[CH:4][C:3]=1[N:8]1[C:16](=[O:17])[C:15]2[C@H:14]3[C:18]([CH3:20])([CH3:19])[C@:11]([CH3:21])([CH2:12][CH2:13]3)[C:10]=2[N:9]1[CH2:23][CH3:24]. (5) The product is: [Si:1]([O:8][CH2:9][CH2:10][O:11][C:12]1[CH:13]=[C:14]2[C:15]([C:33]([Cl:47])=[C:27]([C:28]([O:30][CH2:31][CH3:32])=[O:29])[CH:26]=[N:25]2)=[CH:16][C:17]=1[N:18]1[CH2:23][CH2:22][N:21]([CH3:24])[CH2:20][CH2:19]1)([C:4]([CH3:5])([CH3:6])[CH3:7])([CH3:3])[CH3:2]. Given the reactants [Si:1]([O:8][CH2:9][CH2:10][O:11][C:12]1[CH:13]=[C:14]([NH:25][CH:26]=[C:27]([C:33](OCC)=O)[C:28]([O:30][CH2:31][CH3:32])=[O:29])[CH:15]=[CH:16][C:17]=1[N:18]1[CH2:23][CH2:22][N:21]([CH3:24])[CH2:20][CH2:19]1)([C:4]([CH3:7])([CH3:6])[CH3:5])([CH3:3])[CH3:2].C(N(CC)CC)C.P(Cl)(Cl)([Cl:47])=O.C([O-])(O)=O.[Na+], predict the reaction product. (6) Given the reactants Br[C:2]1[CH:7]=[C:6]([CH3:8])[N:5]=[CH:4][N:3]=1.[CH3:9][O:10][C:11]1[N:16]=[C:15]([NH2:17])[CH:14]=[CH:13][C:12]=1B1OC(C)(C)C(C)(C)O1.C([O-])([O-])=O.[K+].[K+], predict the reaction product. The product is: [CH3:9][O:10][C:11]1[N:16]=[C:15]([NH2:17])[CH:14]=[CH:13][C:12]=1[C:2]1[CH:7]=[C:6]([CH3:8])[N:5]=[CH:4][N:3]=1. (7) Given the reactants [NH2:1][C:2]1[S:6][C:5]([C:7]2[CH:12]=[CH:11][C:10]([Cl:13])=[CH:9][CH:8]=2)=[N:4][C:3]=1[C:14]([NH2:16])=[O:15].Br[C:18]1[N:23]=[C:22]([C:24]([OH:28])([CH3:27])[CH2:25][OH:26])[CH:21]=[CH:20][CH:19]=1.C1(P(C2CCCCC2)C2C=CC=CC=2C2C(C(C)C)=CC(C(C)C)=CC=2C(C)C)CCCCC1.C(=O)([O-])[O-].[K+].[K+], predict the reaction product. The product is: [Cl:13][C:10]1[CH:9]=[CH:8][C:7]([C:5]2[S:6][C:2]([NH:1][C:18]3[CH:19]=[CH:20][CH:21]=[C:22]([C:24]([OH:28])([CH3:27])[CH2:25][OH:26])[N:23]=3)=[C:3]([C:14]([NH2:16])=[O:15])[N:4]=2)=[CH:12][CH:11]=1. (8) Given the reactants [C:1]([O:5][C:6]([NH:8][CH2:9][C@H:10]([OH:14])[C:11]([OH:13])=[O:12])=[O:7])([CH3:4])([CH3:3])[CH3:2].[C:15](=O)(O)[O-].[Na+].IC, predict the reaction product. The product is: [C:1]([O:5][C:6]([NH:8][CH2:9][C@H:10]([OH:14])[C:11]([O:13][CH3:15])=[O:12])=[O:7])([CH3:4])([CH3:2])[CH3:3]. (9) Given the reactants [ClH:1].O1CCOCC1.[F:8][C:9]1[CH:10]=[C:11]([CH:31]=[CH:32][C:33]=1[N:34]1[CH:38]=[N:37][N:36]=[N:35]1)[CH2:12][O:13][CH2:14][C@@H:15]1[CH2:17][C@@H:16]1[CH:18]1[CH2:23][CH2:22][N:21](C(OC(C)(C)C)=O)[CH2:20][CH2:19]1, predict the reaction product. The product is: [Cl-:1].[F:8][C:9]1[CH:10]=[C:11]([CH:31]=[CH:32][C:33]=1[N:34]1[CH:38]=[N:37][N:36]=[N:35]1)[CH2:12][O:13][CH2:14][C@@H:15]1[CH2:17][C@@H:16]1[CH:18]1[CH2:23][CH2:22][NH2+:21][CH2:20][CH2:19]1. (10) Given the reactants Cl[C:2]1[CH:7]=[CH:6][CH:5]=[C:4]([O:8][CH3:9])[N:3]=1.[NH:10]1[CH2:14][CH2:13][C@H:12]([OH:15])[CH2:11]1.[OH-].[K+], predict the reaction product. The product is: [CH3:9][O:8][C:4]1[N:3]=[C:2]([N:10]2[CH2:14][CH2:13][C@H:12]([OH:15])[CH2:11]2)[CH:7]=[CH:6][CH:5]=1.